Task: Predict the reaction yield, written as a fraction of the theoretical maximum amount of product (1.0 means a 100% yield; for example, 0.34 means a 34% yield).. Dataset: Reaction yield outcomes from USPTO patents with 853,638 reactions (1) The reactants are [F:1][C:2]1[CH:7]=[CH:6][CH:5]=[CH:4][C:3]=1B(O)O.Br[C:12]1[CH:17]=[C:16]([O:18][CH3:19])[CH:15]=[CH:14][C:13]=1[Cl:20].C(=O)([O-])[O-].[Cs+].[Cs+].O. The catalyst is C1C=CC(/C=C/C(/C=C/C2C=CC=CC=2)=O)=CC=1.C1C=CC(/C=C/C(/C=C/C2C=CC=CC=2)=O)=CC=1.C1C=CC(/C=C/C(/C=C/C2C=CC=CC=2)=O)=CC=1.[Pd].[Pd].O1CCOCC1. The product is [Cl:20][C:13]1[CH:14]=[CH:15][C:16]([O:18][CH3:19])=[CH:17][C:12]=1[C:3]1[CH:4]=[CH:5][CH:6]=[CH:7][C:2]=1[F:1]. The yield is 0.880. (2) The product is [CH3:23][O:22][C:20]([C:17]1([C:14]2[CH:15]=[CH:16][C:11]([OH:10])=[C:12]([C:5](=[O:7])[CH3:6])[CH:13]=2)[CH2:19][CH2:18]1)=[O:21]. The yield is 0.810. The reactants are [Al+3].[Cl-].[Cl-].[Cl-].[C:5](Cl)(=[O:7])[CH3:6].C[O:10][C:11]1[CH:16]=[CH:15][C:14]([C:17]2([C:20]([O:22][CH3:23])=[O:21])[CH2:19][CH2:18]2)=[CH:13][CH:12]=1. The catalyst is C(=S)=S.